Dataset: Reaction yield outcomes from USPTO patents with 853,638 reactions. Task: Predict the reaction yield, written as a fraction of the theoretical maximum amount of product (1.0 means a 100% yield; for example, 0.34 means a 34% yield). The reactants are [F:1][C:2]1[CH:10]=[C:9]2[C:5]([C:6]([C:20]3[CH:21]=[N:22][N:23]([CH2:25][CH:26]4[CH2:31][CH2:30][NH:29][CH2:28][CH2:27]4)[CH:24]=3)=[CH:7][N:8]2[S:11]([C:14]2[CH:19]=[CH:18][CH:17]=[CH:16][CH:15]=2)(=[O:13])=[O:12])=[CH:4][CH:3]=1.[C:32]([O:39][CH3:40])(=[O:38])[CH2:33][CH2:34][C:35]([O-])=[O:36]. No catalyst specified. The product is [F:1][C:2]1[CH:10]=[C:9]2[C:5]([C:6]([C:20]3[CH:21]=[N:22][N:23]([CH2:25][CH:26]4[CH2:31][CH2:30][N:29]([C:35](=[O:36])[CH2:34][CH2:33][C:32]([O:39][CH3:40])=[O:38])[CH2:28][CH2:27]4)[CH:24]=3)=[CH:7][N:8]2[S:11]([C:14]2[CH:15]=[CH:16][CH:17]=[CH:18][CH:19]=2)(=[O:12])=[O:13])=[CH:4][CH:3]=1. The yield is 0.860.